Dataset: Reaction yield outcomes from USPTO patents with 853,638 reactions. Task: Predict the reaction yield, written as a fraction of the theoretical maximum amount of product (1.0 means a 100% yield; for example, 0.34 means a 34% yield). The reactants are [CH:1]1(Br)[CH2:3][CH2:2]1.[Li]C(C)(C)C.[CH3:10][CH:11]([CH3:27])[C@H:12](/[N:19]=[CH:20]/[C:21]1[CH:26]=[CH:25][CH:24]=[CH:23][CH:22]=1)[CH2:13][O:14][Si:15]([CH3:18])([CH3:17])[CH3:16].Cl. The catalyst is CCOCC.CCCCC. The product is [CH:1]1([C@@H:20]([C:21]2[CH:22]=[CH:23][CH:24]=[CH:25][CH:26]=2)[NH:19][C@@H:12]([CH:11]([CH3:27])[CH3:10])[CH2:13][O:14][Si:15]([CH3:16])([CH3:17])[CH3:18])[CH2:3][CH2:2]1. The yield is 0.860.